This data is from NCI-60 drug combinations with 297,098 pairs across 59 cell lines. The task is: Regression. Given two drug SMILES strings and cell line genomic features, predict the synergy score measuring deviation from expected non-interaction effect. (1) Cell line: OVCAR-5. Synergy scores: CSS=75.6, Synergy_ZIP=3.23, Synergy_Bliss=0.958, Synergy_Loewe=-27.0, Synergy_HSA=2.07. Drug 2: CC1CCCC2(C(O2)CC(NC(=O)CC(C(C(=O)C(C1O)C)(C)C)O)C(=CC3=CSC(=N3)C)C)C. Drug 1: C1CN(P(=O)(OC1)NCCCl)CCCl. (2) Drug 1: CC1=C2C(C(=O)C3(C(CC4C(C3C(C(C2(C)C)(CC1OC(=O)C(C(C5=CC=CC=C5)NC(=O)C6=CC=CC=C6)O)O)OC(=O)C7=CC=CC=C7)(CO4)OC(=O)C)O)C)OC(=O)C. Drug 2: C1C(C(OC1N2C=NC3=C2NC=NCC3O)CO)O. Cell line: HOP-62. Synergy scores: CSS=22.1, Synergy_ZIP=-5.78, Synergy_Bliss=-9.82, Synergy_Loewe=-41.2, Synergy_HSA=-9.77. (3) Drug 1: C1=C(C(=O)NC(=O)N1)F. Drug 2: C1=NC(=NC(=O)N1C2C(C(C(O2)CO)O)O)N. Cell line: IGROV1. Synergy scores: CSS=44.2, Synergy_ZIP=16.3, Synergy_Bliss=15.9, Synergy_Loewe=15.8, Synergy_HSA=15.9.